Dataset: Forward reaction prediction with 1.9M reactions from USPTO patents (1976-2016). Task: Predict the product of the given reaction. (1) Given the reactants Cl[C:2]1[N:10]=[CH:9][N:8]=[C:7]2[C:3]=1[N:4]=[C:5]([C:11]1[CH:16]=[CH:15][C:14]([N:17]3[CH2:22][CH2:21][O:20][CH2:19][CH2:18]3)=[C:13]([F:23])[CH:12]=1)[NH:6]2.C([O-])([O-])=O.[K+].[K+].[C:30]([C:32]1[CH:51]=[C:50](B2OC(C)(C)C(C)(C)O2)[CH:49]=[CH:48][C:33]=1[O:34][CH:35]1[CH2:40][CH2:39][N:38]([C:41]([O:43][C:44]([CH3:47])([CH3:46])[CH3:45])=[O:42])[CH2:37][CH2:36]1)#[N:31], predict the reaction product. The product is: [C:30]([C:32]1[CH:51]=[C:50]([C:2]2[N:10]=[CH:9][N:8]=[C:7]3[C:3]=2[N:4]=[C:5]([C:11]2[CH:16]=[CH:15][C:14]([N:17]4[CH2:22][CH2:21][O:20][CH2:19][CH2:18]4)=[C:13]([F:23])[CH:12]=2)[NH:6]3)[CH:49]=[CH:48][C:33]=1[O:34][CH:35]1[CH2:40][CH2:39][N:38]([C:41]([O:43][C:44]([CH3:47])([CH3:46])[CH3:45])=[O:42])[CH2:37][CH2:36]1)#[N:31]. (2) Given the reactants C(OCC)(=O)C.C(OC(=O)[N:13]([CH:25]1[CH2:30][CH2:29][N:28]([CH2:31][CH2:32][N:33]2[C:42]3[C:37](=[CH:38][CH:39]=[CH:40][CH:41]=3)[C:36]([O:43][CH2:44][C:45]3[CH:50]=[CH:49][CH:48]=[CH:47][CH:46]=3)=[CH:35][C:34]2=[O:51])[CH2:27][CH2:26]1)[CH2:14][C:15]1[CH:24]=[CH:23][C:18]2[O:19][CH2:20][CH2:21][O:22][C:17]=2[CH:16]=1)(C)(C)C.[ClH:53].C(OCC)(=O)C, predict the reaction product. The product is: [ClH:53].[CH2:44]([O:43][C:36]1[C:37]2[C:42](=[CH:41][CH:40]=[CH:39][CH:38]=2)[N:33]([CH2:32][CH2:31][N:28]2[CH2:27][CH2:26][CH:25]([NH:13][CH2:14][C:15]3[CH:24]=[CH:23][C:18]4[O:19][CH2:20][CH2:21][O:22][C:17]=4[CH:16]=3)[CH2:30][CH2:29]2)[C:34](=[O:51])[CH:35]=1)[C:45]1[CH:46]=[CH:47][CH:48]=[CH:49][CH:50]=1.